Dataset: Full USPTO retrosynthesis dataset with 1.9M reactions from patents (1976-2016). Task: Predict the reactants needed to synthesize the given product. (1) Given the product [CH3:1][O:2][C:3]1[C:8]([O:9][CH3:10])=[C:7]([O:11][CH2:12][C:13]2[CH:18]=[CH:17][CH:16]=[CH:15][CH:14]=2)[C:6]([CH3:19])=[C:5]([CH2:20][CH2:21][C:22]2[CH:27]=[CH:26][C:25]([OH:28])=[CH:24][CH:23]=2)[N:4]=1, predict the reactants needed to synthesize it. The reactants are: [CH3:1][O:2][C:3]1[C:8]([O:9][CH3:10])=[C:7]([O:11][CH2:12][C:13]2[CH:18]=[CH:17][CH:16]=[CH:15][CH:14]=2)[C:6]([CH3:19])=[C:5]([CH2:20][CH2:21][C:22]2[CH:27]=[CH:26][C:25]([O:28][Si](C(C)(C)C)(C)C)=[CH:24][CH:23]=2)[N:4]=1.[F-].C([N+](CCCC)(CCCC)CCCC)CCC. (2) Given the product [NH2:1][C:2]1[C:3]([C:23](=[NH:25])[NH2:24])=[C:4]([CH:20]=[CH:21][CH:22]=1)[O:5][CH2:6][C:7]1([C:14]([NH:16][CH:17]([CH3:18])[CH3:19])=[O:15])[CH2:12][CH2:11][CH2:10][NH:9][C:8]1=[O:13], predict the reactants needed to synthesize it. The reactants are: [NH2:1][C:2]1[C:3]([C:23]#[N:24])=[C:4]([CH:20]=[CH:21][CH:22]=1)[O:5][CH2:6][C:7]1([C:14]([NH:16][CH:17]([CH3:19])[CH3:18])=[O:15])[CH2:12][CH2:11][CH2:10][NH:9][C:8]1=[O:13].[NH2:25]O. (3) Given the product [CH:1]1([CH2:7][CH2:8][NH:9][C:17]2[CH:22]=[CH:21][CH:20]=[C:19]([CH2:23][O:24][N:25]=[C:26]([C:33]3[N:37]([CH3:38])[N:36]=[N:35][N:34]=3)[C:27]3[CH:32]=[CH:31][CH:30]=[CH:29][CH:28]=3)[N:18]=2)[CH2:6][CH2:5][CH2:4][CH2:3][CH2:2]1, predict the reactants needed to synthesize it. The reactants are: [CH:1]1([CH2:7][CH2:8][N:9]([C:17]2[CH:22]=[CH:21][CH:20]=[C:19]([CH2:23][O:24][N:25]=[C:26]([C:33]3[N:37]([CH3:38])[N:36]=[N:35][N:34]=3)[C:27]3[CH:32]=[CH:31][CH:30]=[CH:29][CH:28]=3)[N:18]=2)C(=O)OC(C)(C)C)[CH2:6][CH2:5][CH2:4][CH2:3][CH2:2]1.C(O)(C(F)(F)F)=O. (4) Given the product [Cl:1][C:2]1[CH:3]=[N:4][C:5]2[N:6]([N:8]=[C:9]([C:11]([N:20]3[CH2:19][CH2:18][N:17]4[C:21]([C:24]5[CH:25]=[N:26][CH:27]=[N:28][CH:29]=5)=[N:22][N:23]=[C:16]4[CH:15]3[CH3:14])=[O:13])[CH:10]=2)[CH:7]=1, predict the reactants needed to synthesize it. The reactants are: [Cl:1][C:2]1[CH:3]=[N:4][C:5]2[N:6]([N:8]=[C:9]([C:11]([OH:13])=O)[CH:10]=2)[CH:7]=1.[CH3:14][CH:15]1[NH:20][CH2:19][CH2:18][N:17]2[C:21]([C:24]3[CH:25]=[N:26][CH:27]=[N:28][CH:29]=3)=[N:22][N:23]=[C:16]12. (5) Given the product [C:1]([C:3]1[CH:4]=[C:5]([CH:9]=[C:10]([CH:14]2[CH2:17][CH2:16][CH2:15]2)[C:11]=1[O:12][CH3:13])[C:6]([Cl:27])=[O:7])#[N:2], predict the reactants needed to synthesize it. The reactants are: [C:1]([C:3]1[CH:4]=[C:5]([CH:9]=[C:10]([CH:14]2[CH2:17][CH2:16][CH2:15]2)[C:11]=1[O:12][CH3:13])[C:6](O)=[O:7])#[N:2].C1(C)C=CC=CC=1.S(Cl)([Cl:27])=O. (6) Given the product [F:31][C:30]([F:32])([F:33])[C:26]1[CH:25]=[C:24]([CH:29]=[CH:28][CH:27]=1)[C:23]([NH:22][C:18]1[CH:17]=[C:16]([CH:21]=[CH:20][CH:19]=1)[O:15][C:12]1[CH:13]=[CH:14][C:9]2[N:10]([CH:35]=[C:7]([NH:6][C:5]([N:39]3[CH2:44][CH2:43][O:42][CH2:41][CH2:40]3)=[O:36])[N:8]=2)[N:11]=1)=[O:34], predict the reactants needed to synthesize it. The reactants are: ClC(Cl)(Cl)CO[C:5](=[O:36])[NH:6][C:7]1[N:8]=[C:9]2[CH:14]=[CH:13][C:12]([O:15][C:16]3[CH:21]=[CH:20][CH:19]=[C:18]([NH:22][C:23](=[O:34])[C:24]4[CH:29]=[CH:28][CH:27]=[C:26]([C:30]([F:33])([F:32])[F:31])[CH:25]=4)[CH:17]=3)=[N:11][N:10]2[CH:35]=1.[NH:39]1[CH2:44][CH2:43][O:42][CH2:41][CH2:40]1.C(N(C(C)C)C(C)C)(C)C.C(=O)([O-])O.[Na+].